This data is from Reaction yield outcomes from USPTO patents with 853,638 reactions. The task is: Predict the reaction yield, written as a fraction of the theoretical maximum amount of product (1.0 means a 100% yield; for example, 0.34 means a 34% yield). The reactants are [C:1]([C:3]1[C:23]([N+:24]([O-])=O)=[CH:22][CH:21]=[CH:20][C:4]=1[O:5][CH2:6][CH:7]1[CH2:12][CH2:11][CH2:10][N:9]([C:13]([O:15][C:16]([CH3:19])([CH3:18])[CH3:17])=[O:14])[CH2:8]1)#[N:2].C(OC(C)(C)C)=O. No catalyst specified. The product is [NH2:24][C:23]1[C:3]([C:1]#[N:2])=[C:4]([CH:20]=[CH:21][CH:22]=1)[O:5][CH2:6][CH:7]1[CH2:12][CH2:11][CH2:10][N:9]([C:13]([O:15][C:16]([CH3:19])([CH3:17])[CH3:18])=[O:14])[CH2:8]1. The yield is 1.00.